From a dataset of Hepatocyte clearance measurements from AstraZeneca. Regression/Classification. Given a drug SMILES string, predict its absorption, distribution, metabolism, or excretion properties. Task type varies by dataset: regression for continuous measurements (e.g., permeability, clearance, half-life) or binary classification for categorical outcomes (e.g., BBB penetration, CYP inhibition). For this dataset (clearance_hepatocyte_az), we predict log10(clearance) (log10 of the in vitro intrinsic clearance, CLint, in uL/min per 10^6 hepatocytes; values are censored to the assay range of 3 to 150, which is 0.477 to 2.18 on this log10 scale). (1) The drug is COc1cc2c(cc1-c1c(C)noc1C)ncc1[nH]c(=O)n([C@H](C)c3ccccn3)c12. The log10(clearance) is 0.530. (2) The drug is COc1ccnc(CCc2nc3cc(Br)cnc3[nH]2)c1. The log10(clearance) is 0.510. (3) The compound is CCc1c(C(=O)C(N)=O)c2c(OCC(=O)OC)cccc2n1Cc1ccccc1. The log10(clearance) is 1.70. (4) The drug is CC(C)(O)c1ccc(Nc2nc3ccc(C#N)cc3[nH]2)cc1. The log10(clearance) is 0.680. (5) The molecule is N#Cc1ccc(C(c2ccc(C#N)cc2)n2cncn2)cc1. The log10(clearance) is 0.480. (6) The molecule is CNCCCN1c2ccccc2CCc2ccccc21. The log10(clearance) is 2.18.